From a dataset of Forward reaction prediction with 1.9M reactions from USPTO patents (1976-2016). Predict the product of the given reaction. (1) Given the reactants [CH2:1]([O:8][CH2:9][C:10](=O)[CH:11]([C:14]1[CH:19]=[CH:18][C:17]([N+:20]([O-:22])=[O:21])=[CH:16][CH:15]=1)[C:12]#[N:13])[C:2]1[CH:7]=[CH:6][CH:5]=[CH:4][CH:3]=1.[Si](C=[N+]=[N-])(C)(C)C.Cl.[NH2:32][C:33]([NH2:35])=[NH:34].CC[O-].[Na+].NC(N)=N, predict the reaction product. The product is: [CH2:1]([O:8][CH2:9][C:10]1[N:32]=[C:33]([NH2:35])[N:34]=[C:12]([NH2:13])[C:11]=1[C:14]1[CH:15]=[CH:16][C:17]([N+:20]([O-:22])=[O:21])=[CH:18][CH:19]=1)[C:2]1[CH:3]=[CH:4][CH:5]=[CH:6][CH:7]=1. (2) Given the reactants [F:1][C:2]1[CH:3]=[C:4]([NH:18][C:19](=[O:24])[CH2:20][C:21]([OH:23])=O)[CH:5]=[CH:6][C:7]=1[O:8][C:9]1[C:14]2=[CH:15][CH:16]=[CH:17][N:13]2[N:12]=[CH:11][N:10]=1.CN([P+](O[N:36]1N=N[C:38]2[CH:39]=[CH:40][CH:41]=[CH:42][C:37]1=2)(N(C)C)N(C)C)C.F[P-](F)(F)(F)(F)F.CN1CCOCC1.NC1C=CC=CC=1, predict the reaction product. The product is: [F:1][C:2]1[CH:3]=[C:4]([NH:18][C:19](=[O:24])[CH2:20][C:21]([NH:36][C:37]2[CH:42]=[CH:41][CH:40]=[CH:39][CH:38]=2)=[O:23])[CH:5]=[CH:6][C:7]=1[O:8][C:9]1[C:14]2=[CH:15][CH:16]=[CH:17][N:13]2[N:12]=[CH:11][N:10]=1. (3) Given the reactants [CH2:1]([N:5]1[C:14]([CH2:15][NH:16]C(=O)OC(C)(C)C)=[C:13]([C:24]2[CH:29]=[CH:28][CH:27]=[CH:26][CH:25]=2)[C:12]2[C:7](=[CH:8][CH:9]=[C:10]([C:30]3[N:31]=[N:32][NH:33][N:34]=3)[CH:11]=2)[C:6]1=[O:35])[CH:2]([CH3:4])[CH3:3].[ClH:36], predict the reaction product. The product is: [ClH:36].[NH2:16][CH2:15][C:14]1[N:5]([CH2:1][CH:2]([CH3:4])[CH3:3])[C:6](=[O:35])[C:7]2[C:12]([C:13]=1[C:24]1[CH:25]=[CH:26][CH:27]=[CH:28][CH:29]=1)=[CH:11][C:10]([C:30]1[N:31]=[N:32][NH:33][N:34]=1)=[CH:9][CH:8]=2. (4) Given the reactants [C:1]1([NH:7][C:8](=[O:26])[O:9][CH2:10][C@H:11]2[O:16][CH2:15][C@@H:14]([CH3:17])[N:13]([C:18]3[CH:23]=[C:22](Cl)[N:21]=[C:20]([NH2:25])[N:19]=3)[CH2:12]2)[CH:6]=[CH:5][CH:4]=[CH:3][CH:2]=1.[C:27]([C:29]1[CH:34]=[CH:33][C:32](B(O)O)=[CH:31][C:30]=1[F:38])#[N:28].C([O-])([O-])=O.[K+].[K+].Cl, predict the reaction product. The product is: [C:1]1([NH:7][C:8](=[O:26])[O:9][CH2:10][C@H:11]2[O:16][CH2:15][C@@H:14]([CH3:17])[N:13]([C:18]3[CH:23]=[C:22]([C:32]4[CH:33]=[CH:34][C:29]([C:27]#[N:28])=[C:30]([F:38])[CH:31]=4)[N:21]=[C:20]([NH2:25])[N:19]=3)[CH2:12]2)[CH:6]=[CH:5][CH:4]=[CH:3][CH:2]=1. (5) Given the reactants Br[C:2]1[CH:9]=[CH:8][C:5]([CH:6]=[O:7])=[C:4]([CH3:10])[CH:3]=1.[CH3:11][NH:12][C:13](=[O:19])[O:14][C:15]([CH3:18])([CH3:17])[CH3:16], predict the reaction product. The product is: [CH:6]([C:5]1[CH:8]=[CH:9][C:2]([CH2:11][NH:12][C:13](=[O:19])[O:14][C:15]([CH3:18])([CH3:17])[CH3:16])=[CH:3][C:4]=1[CH3:10])=[O:7]. (6) Given the reactants Br[C:2]1[CH:10]=[CH:9][C:5]([C:6]([OH:8])=[O:7])=[CH:4][CH:3]=1.[Cl:11][C:12]1[CH:17]=[CH:16][C:15](OB(O)O)=[CH:14][CH:13]=1, predict the reaction product. The product is: [Cl:11][C:12]1[CH:17]=[CH:16][C:15]([C:2]2[CH:10]=[CH:9][C:5]([C:6]([OH:8])=[O:7])=[CH:4][CH:3]=2)=[CH:14][CH:13]=1. (7) Given the reactants [C:1]1([N:7]([C:16]2[CH:21]=[CH:20][CH:19]=[CH:18][CH:17]=2)[C:8]2[CH:15]=[CH:14][C:11]([CH:12]=O)=[CH:10][CH:9]=2)[CH:6]=[CH:5][CH:4]=[CH:3][CH:2]=1.O.[CH2:23]1COCC1, predict the reaction product. The product is: [C:1]1([N:7]([C:16]2[CH:21]=[CH:20][CH:19]=[CH:18][CH:17]=2)[C:8]2[CH:15]=[CH:14][C:11]([CH:12]=[CH2:23])=[CH:10][CH:9]=2)[CH:6]=[CH:5][CH:4]=[CH:3][CH:2]=1. (8) Given the reactants [Br:1][C:2]1[C:3]([N:16]([CH3:21])[S:17]([CH3:20])(=[O:19])=[O:18])=[CH:4][C:5]2[O:9][C:8](I)=[C:7]([C:11]([NH:13][CH3:14])=[O:12])[C:6]=2[CH:15]=1.[CH3:22][C:23]1[CH:28]=[CH:27][N:26]=[C:25]([OH:29])[CH:24]=1.C([O-])([O-])=O.[K+].[K+], predict the reaction product. The product is: [Br:1][C:2]1[C:3]([N:16]([CH3:21])[S:17]([CH3:20])(=[O:19])=[O:18])=[CH:4][C:5]2[O:9][C:8]([N:26]3[CH:27]=[CH:28][C:23]([CH3:22])=[CH:24][C:25]3=[O:29])=[C:7]([C:11]([NH:13][CH3:14])=[O:12])[C:6]=2[CH:15]=1.